This data is from Peptide-MHC class II binding affinity with 134,281 pairs from IEDB. The task is: Regression. Given a peptide amino acid sequence and an MHC pseudo amino acid sequence, predict their binding affinity value. This is MHC class II binding data. The peptide sequence is HLAPFMNDLQVSRTM. The MHC is DRB1_0101 with pseudo-sequence DRB1_0101. The binding affinity (normalized) is 0.571.